From a dataset of Catalyst prediction with 721,799 reactions and 888 catalyst types from USPTO. Predict which catalyst facilitates the given reaction. Reactant: [CH3:1][O:2][C:3]([C:5]1[N:6]=[C:7](NC(=O)[C@@H](NC(=O)C(NC(OC(C)(C)C)=O)C2C=CC(OCCOC)=CC=2)CC2C=CC=CC=2)[S:8][CH:9]=1)=[O:4].FC(F)(F)C(O)=O. Product: [CH3:1][O:2][C:3]([C:5]1[N:6]=[CH:7][S:8][CH:9]=1)=[O:4]. The catalyst class is: 4.